This data is from Merck oncology drug combination screen with 23,052 pairs across 39 cell lines. The task is: Regression. Given two drug SMILES strings and cell line genomic features, predict the synergy score measuring deviation from expected non-interaction effect. (1) Drug 1: N#Cc1ccc(Cn2cncc2CN2CCN(c3cccc(Cl)c3)C(=O)C2)cc1. Drug 2: CC(C)CC(NC(=O)C(Cc1ccccc1)NC(=O)c1cnccn1)B(O)O. Cell line: NCIH1650. Synergy scores: synergy=-15.0. (2) Drug 1: O=P1(N(CCCl)CCCl)NCCCO1. Drug 2: CC(C)CC(NC(=O)C(Cc1ccccc1)NC(=O)c1cnccn1)B(O)O. Cell line: A2058. Synergy scores: synergy=4.61. (3) Drug 1: O=C(O)C1(Cc2cccc(Nc3nccs3)n2)CCC(Oc2cccc(Cl)c2F)CC1. Drug 2: CCC1(O)C(=O)OCc2c1cc1n(c2=O)Cc2cc3c(CN(C)C)c(O)ccc3nc2-1. Cell line: COLO320DM. Synergy scores: synergy=0.319. (4) Drug 1: CN1C(=O)C=CC2(C)C3CCC4(C)C(NC(=O)OCC(F)(F)F)CCC4C3CCC12. Drug 2: COc1cccc2c1C(=O)c1c(O)c3c(c(O)c1C2=O)CC(O)(C(=O)CO)CC3OC1CC(N)C(O)C(C)O1. Cell line: SKMEL30. Synergy scores: synergy=13.6.